From a dataset of Catalyst prediction with 721,799 reactions and 888 catalyst types from USPTO. Predict which catalyst facilitates the given reaction. (1) Reactant: [CH3:1][O:2][C:3]1[CH:4]=[C:5]([CH:11]([C:13]2[CH:18]=[CH:17][CH:16]=[C:15]([O:19][CH3:20])[CH:14]=2)[OH:12])[CH:6]=[C:7]([O:9][CH3:10])[CH:8]=1. Product: [CH3:10][O:9][C:7]1[CH:6]=[C:5]([C:11]([C:13]2[CH:18]=[CH:17][CH:16]=[C:15]([O:19][CH3:20])[CH:14]=2)=[O:12])[CH:4]=[C:3]([O:2][CH3:1])[CH:8]=1. The catalyst class is: 177. (2) Reactant: N(OC(C)(C)C)=O.[Br-:8].C(OC([N:16]1[CH2:22][CH2:21][C:20]2[S:23][C:24](N)=[N:25][C:19]=2[CH2:18][CH2:17]1)=O)(C)(C)C. Product: [Br:8][C:24]1[S:23][C:20]2[CH2:21][CH2:22][NH:16][CH2:17][CH2:18][C:19]=2[N:25]=1. The catalyst class is: 10. (3) Reactant: [CH3:1][O:2][C:3]([C:5]1[C:10]([CH:11]=[CH2:12])=[C:9]([NH2:13])[N:8]=[C:7]([C:14]2[CH:19]=[CH:18][C:17]([Cl:20])=[C:16]([O:21][CH3:22])[C:15]=2F)[N:6]=1)=[O:4].[Br:24]N1C(=O)CCC1=O.[FH:32].[FH:33].F.C(N(CC)CC)C.C(=O)(O)[O-].[Na+]. Product: [CH3:1][O:2][C:3]([C:5]1[C:10]([CH:11]([F:32])[CH2:12][Br:24])=[C:9]([NH2:13])[N:8]=[C:7]([C:14]2[CH:19]=[CH:18][C:17]([Cl:20])=[C:16]([O:21][CH3:22])[C:15]=2[F:33])[N:6]=1)=[O:4]. The catalyst class is: 46.